This data is from Reaction yield outcomes from USPTO patents with 853,638 reactions. The task is: Predict the reaction yield, written as a fraction of the theoretical maximum amount of product (1.0 means a 100% yield; for example, 0.34 means a 34% yield). (1) No catalyst specified. The product is [Cl:14][C:6]1[NH:5][C:4](=[O:11])[N:3]([CH3:2])[C:8](=[O:9])[CH:7]=1. The reactants are O.[CH3:2][N:3]1[C:8](=[O:9])[CH2:7][C:6](=O)[NH:5][C:4]1=[O:11].O=P(Cl)(Cl)[Cl:14]. The yield is 0.716. (2) The reactants are [C:1]([O:5][C:6]([N:8]([CH3:14])[C@@H:9]([CH3:13])[C:10]([OH:12])=O)=[O:7])([CH3:4])([CH3:3])[CH3:2].C(Cl)CCl.N1C2C(=NC=CC=2)N(O)N=1.OC(C(F)(F)F)=O.[NH2:36][C@@H:37]([C:73]([SH:76])([CH3:75])[CH3:74])[C:38]([N:40]1[C@H:49]([C:50]([N:52]([CH2:62][C:63]2[CH:72]=[CH:71][C:66]([C:67]([O:69][CH3:70])=[O:68])=[CH:65][CH:64]=2)[C@@H:53]([C:55]2[CH:60]=[CH:59][CH:58]=[CH:57][C:56]=2[F:61])[CH3:54])=[O:51])[CH2:48][C:47]2[C:42](=[CH:43][CH:44]=[CH:45][CH:46]=2)[CH2:41]1)=[O:39].CCN(C(C)C)C(C)C. The catalyst is CN(C=O)C.C(OCC)(=O)C.[Cl-].[Na+].O. The product is [C:1]([O:5][C:6]([N:8]([CH3:14])[C@@H:9]([CH3:13])[C:10]([NH:36][C@@H:37]([C:73]([SH:76])([CH3:75])[CH3:74])[C:38]([N:40]1[C@H:49]([C:50]([N:52]([CH2:62][C:63]2[CH:72]=[CH:71][C:66]([C:67]([O:69][CH3:70])=[O:68])=[CH:65][CH:64]=2)[C@@H:53]([C:55]2[CH:60]=[CH:59][CH:58]=[CH:57][C:56]=2[F:61])[CH3:54])=[O:51])[CH2:48][C:47]2[C:42](=[CH:43][CH:44]=[CH:45][CH:46]=2)[CH2:41]1)=[O:39])=[O:12])=[O:7])([CH3:2])([CH3:3])[CH3:4]. The yield is 0.230. (3) The reactants are [Br:1][C:2]1[CH:7]=[C:6]([N+:8]([O-])=O)[C:5]([NH:11][C:12](=[O:18])[CH2:13][C:14]([CH3:17])([CH3:16])[CH3:15])=[C:4]([CH3:19])[CH:3]=1.C(=O)([O-])[O-].[Na+].[Na+]. The catalyst is O1CCCC1.C(O)(=O)C.[Zn]. The product is [NH2:8][C:6]1[CH:7]=[C:2]([Br:1])[CH:3]=[C:4]([CH3:19])[C:5]=1[NH:11][C:12](=[O:18])[CH2:13][C:14]([CH3:16])([CH3:15])[CH3:17]. The yield is 1.00. (4) The reactants are [NH:1]1[C:9]2[C:4](=[CH:5][C:6]([N:10]3[CH:15]=[CH:14][C:13]([C:16]4[CH:21]=[CH:20][C:19]([C:22]([F:25])([F:24])[F:23])=[CH:18][CH:17]=4)=[CH:12][C:11]3=[O:26])=[CH:7][CH:8]=2)[CH:3]=[N:2]1.Br[CH2:28][C@@H:29]1[CH2:33][CH2:32][CH2:31][N:30]1C(OC(C)(C)C)=O.C(=O)([O-])[O-].[Cs+].[Cs+].[ClH:47]. The catalyst is CS(C)=O.O.ClCCl. The product is [ClH:47].[NH:30]1[CH2:31][CH2:32][CH2:33][C@H:29]1[CH2:28][N:1]1[C:9]2[C:4](=[CH:5][C:6]([N:10]3[CH:15]=[CH:14][C:13]([C:16]4[CH:21]=[CH:20][C:19]([C:22]([F:24])([F:25])[F:23])=[CH:18][CH:17]=4)=[CH:12][C:11]3=[O:26])=[CH:7][CH:8]=2)[CH:3]=[N:2]1. The yield is 0.160. (5) The yield is 0.440. The product is [N:30]1[N:31]2[CH:36]=[CH:35][N:34]=[CH:33][C:32]2=[C:28]([C:26]2[N:27]=[C:22]([NH:1][C@@H:2]3[CH2:7][CH2:6][CH2:5][N:4]([C:8]([O:10][C:11]([CH3:14])([CH3:13])[CH3:12])=[O:9])[CH2:3]3)[CH:23]=[N:24][CH:25]=2)[CH:29]=1. The catalyst is CN(C=O)C.CC1(C)C2C=CC=C(P(C3C=CC=CC=3)C3C=CC=CC=3)C=2OC2C1=CC=CC=2P(C1C=CC=CC=1)C1C=CC=CC=1. The reactants are [NH2:1][C@@H:2]1[CH2:7][CH2:6][CH2:5][N:4]([C:8]([O:10][C:11]([CH3:14])([CH3:13])[CH3:12])=[O:9])[CH2:3]1.C(=O)([O-])[O-].[Cs+].[Cs+].Cl[C:22]1[N:27]=[C:26]([C:28]2[CH:29]=[N:30][N:31]3[CH:36]=[CH:35][N:34]=[CH:33][C:32]=23)[CH:25]=[N:24][CH:23]=1. (6) The reactants are Br[C:2]1[CH:3]=[C:4]([CH2:9][NH2:10])[CH:5]=[CH:6][C:7]=1[F:8].[CH3:11][C:12]([O:15][C:16]([N:18]1[CH2:23][CH2:22][N:21]([CH2:24][C:25]2[CH:26]=[C:27](B(O)O)[CH:28]=[CH:29][CH:30]=2)[CH2:20][CH2:19]1)=[O:17])([CH3:14])[CH3:13].C([O-])([O-])=O.[K+].[K+]. The catalyst is O1CCOCC1.O.C1C=CC([P]([Pd]([P](C2C=CC=CC=2)(C2C=CC=CC=2)C2C=CC=CC=2)([P](C2C=CC=CC=2)(C2C=CC=CC=2)C2C=CC=CC=2)[P](C2C=CC=CC=2)(C2C=CC=CC=2)C2C=CC=CC=2)(C2C=CC=CC=2)C2C=CC=CC=2)=CC=1. The product is [NH2:10][CH2:9][C:4]1[CH:5]=[CH:6][C:7]([F:8])=[C:2]([C:27]2[CH:28]=[CH:29][CH:30]=[C:25]([CH2:24][N:21]3[CH2:22][CH2:23][N:18]([C:16]([O:15][C:12]([CH3:14])([CH3:13])[CH3:11])=[O:17])[CH2:19][CH2:20]3)[CH:26]=2)[CH:3]=1. The yield is 0.990. (7) The reactants are [OH:1][CH2:2][CH2:3][C:4]([O:6][CH2:7][C:8]1[CH:13]=[CH:12][CH:11]=[CH:10][CH:9]=1)=[O:5].[CH2:14]1[CH2:19][O:18][CH:17]=[CH:16][CH2:15]1.CC1C=CC(S([O-])(=O)=O)=CC=1.C1C=C[NH+]=CC=1. The catalyst is ClCCl. The product is [O:18]1[CH2:19][CH2:14][CH2:15][CH2:16][CH:17]1[O:1][CH2:2][CH2:3][C:4]([O:6][CH2:7][C:8]1[CH:13]=[CH:12][CH:11]=[CH:10][CH:9]=1)=[O:5]. The yield is 0.883. (8) The reactants are [CH3:1][Si:2]([CH3:10])([CH3:9])[O:3][C:4]([CH3:8])([C:6]#[CH:7])[CH3:5].[CH3:11][C:12]1([CH3:19])[C:16]([CH3:18])([CH3:17])[O:15][BH:14][O:13]1.C12CCCC(CCC1)B12[H]B2(C3CCCC2CCC3)[H]1. The catalyst is O1CCCC1. The product is [CH3:1][Si:2]([CH3:10])([CH3:9])[O:3][C:4]([CH3:8])(/[CH:6]=[CH:7]/[B:14]1[O:15][C:16]([CH3:18])([CH3:17])[C:12]([CH3:19])([CH3:11])[O:13]1)[CH3:5]. The yield is 0.220. (9) The reactants are [CH3:1][C:2]1[CH:11]=[CH:10][C:9]2[CH2:8][NH:7][CH2:6][CH2:5][C:4]=2[N:3]=1.C(N(CC)CC)C.[C:19](Cl)(=[O:21])[CH3:20]. The catalyst is C(Cl)Cl. The product is [C:19]([N:7]1[CH2:6][CH2:5][C:4]2[N:3]=[C:2]([CH3:1])[CH:11]=[CH:10][C:9]=2[CH2:8]1)(=[O:21])[CH3:20]. The yield is 0.930. (10) The reactants are C[N:2](C)[CH:3]=[CH:4][C:5]([C:7]1[C:12](=[O:13])[CH:11]=[CH:10][N:9]([C:14]2[CH:19]=[CH:18][CH:17]=[C:16]([C:20]([F:23])([F:22])[F:21])[CH:15]=2)[N:8]=1)=O.Cl.[CH3:26][C:27]1[CH:28]=[C:29]([NH:33]N)[CH:30]=[CH:31][CH:32]=1.CCN(CC)CC. The catalyst is C(O)C. The product is [CH3:26][C:27]1[CH:28]=[C:29]([N:33]2[C:5]([C:7]3[C:12](=[O:13])[CH:11]=[CH:10][N:9]([C:14]4[CH:19]=[CH:18][CH:17]=[C:16]([C:20]([F:23])([F:22])[F:21])[CH:15]=4)[N:8]=3)=[CH:4][CH:3]=[N:2]2)[CH:30]=[CH:31][CH:32]=1. The yield is 0.210.